Dataset: NCI-60 drug combinations with 297,098 pairs across 59 cell lines. Task: Regression. Given two drug SMILES strings and cell line genomic features, predict the synergy score measuring deviation from expected non-interaction effect. (1) Drug 1: CCC1(CC2CC(C3=C(CCN(C2)C1)C4=CC=CC=C4N3)(C5=C(C=C6C(=C5)C78CCN9C7C(C=CC9)(C(C(C8N6C)(C(=O)OC)O)OC(=O)C)CC)OC)C(=O)OC)O.OS(=O)(=O)O. Drug 2: CC1C(C(CC(O1)OC2CC(CC3=C2C(=C4C(=C3O)C(=O)C5=C(C4=O)C(=CC=C5)OC)O)(C(=O)CO)O)N)O.Cl. Cell line: SK-MEL-28. Synergy scores: CSS=50.1, Synergy_ZIP=-1.79, Synergy_Bliss=-0.795, Synergy_Loewe=0.177, Synergy_HSA=1.63. (2) Drug 1: CC1=C(C=C(C=C1)NC2=NC=CC(=N2)N(C)C3=CC4=NN(C(=C4C=C3)C)C)S(=O)(=O)N.Cl. Drug 2: CS(=O)(=O)CCNCC1=CC=C(O1)C2=CC3=C(C=C2)N=CN=C3NC4=CC(=C(C=C4)OCC5=CC(=CC=C5)F)Cl. Cell line: SNB-19. Synergy scores: CSS=-1.82, Synergy_ZIP=0.389, Synergy_Bliss=-1.86, Synergy_Loewe=-4.77, Synergy_HSA=-3.37.